Dataset: Catalyst prediction with 721,799 reactions and 888 catalyst types from USPTO. Task: Predict which catalyst facilitates the given reaction. (1) Reactant: CN(C)C=O.[C:6]1([C:16]2[CH:21]=[CH:20][C:19]([C:22]3[C:23]4[C:28]([CH:29]=[C:30]5[C:35]=3[CH:34]=[CH:33][CH:32]=[CH:31]5)=[CH:27][CH:26]=[CH:25][CH:24]=4)=[CH:18][CH:17]=2)[C:15]2[C:10](=[CH:11][CH:12]=[CH:13][CH:14]=2)[CH:9]=[CH:8][CH:7]=1.[Br:36]N1C(=O)CCC1=O. Product: [Br:36][C:29]1[C:30]2[C:35]([C:22]([C:19]3[CH:18]=[CH:17][C:16]([C:6]4[C:15]5[C:10](=[CH:11][CH:12]=[CH:13][CH:14]=5)[CH:9]=[CH:8][CH:7]=4)=[CH:21][CH:20]=3)=[C:23]3[C:28]=1[CH:27]=[CH:26][CH:25]=[CH:24]3)=[CH:34][CH:33]=[CH:32][CH:31]=2. The catalyst class is: 6. (2) Reactant: [CH3:1][C:2]1[CH:3]=[C:4]([CH:9]=[C:10]([C:14]2[CH:19]=[CH:18][C:17]([OH:20])=[CH:16][CH:15]=2)[C:11]([OH:13])=[O:12])[CH:5]=[C:6]([CH3:8])[CH:7]=1.[H-].[Na+].F[C:24]1[CH:31]=[CH:30][C:27]([CH:28]=[O:29])=[CH:26][CH:25]=1.C(O)(=O)CC(CC(O)=O)(C(O)=O)O. Product: [CH3:1][C:2]1[CH:3]=[C:4]([CH:9]=[C:10]([C:14]2[CH:15]=[CH:16][C:17]([O:20][C:24]3[CH:31]=[CH:30][C:27]([CH:28]=[O:29])=[CH:26][CH:25]=3)=[CH:18][CH:19]=2)[C:11]([OH:13])=[O:12])[CH:5]=[C:6]([CH3:8])[CH:7]=1. The catalyst class is: 3. (3) Reactant: [NH2:1][C:2]1[CH:7]=[CH:6][C:5]([OH:8])=[C:4]([C:9]2[N:13]([CH3:14])[N:12]=[CH:11][CH:10]=2)[CH:3]=1.Br[CH2:16][CH2:17][NH:18][C:19](=[O:25])[O:20][C:21]([CH3:24])([CH3:23])[CH3:22].C(=O)([O-])[O-].[K+].[K+]. Product: [NH2:1][C:2]1[CH:7]=[CH:6][C:5]([O:8][CH2:16][CH2:17][NH:18][C:19](=[O:25])[O:20][C:21]([CH3:24])([CH3:23])[CH3:22])=[C:4]([C:9]2[N:13]([CH3:14])[N:12]=[CH:11][CH:10]=2)[CH:3]=1. The catalyst class is: 21. (4) Reactant: [C:1]([C:3]1[S:4][C:5]2[C:11]([C:12]#[N:13])=[C:10](/[N:14]=[CH:15]/[N:16](C)C)[CH:9]=[CH:8][C:6]=2[N:7]=1)#[N:2].N[C:20]1[CH:25]=[CH:24][C:23]([CH3:26])=[CH:22][CH:21]=1.[K+].[Br-]. Product: [C:23]1([CH3:26])[CH:24]=[CH:25][C:20]([NH:13][C:12]2[C:11]3[C:10](=[CH:9][CH:8]=[C:6]4[N:7]=[C:3]([C:1]#[N:2])[S:4][C:5]4=3)[N:14]=[CH:15][N:16]=2)=[CH:21][CH:22]=1. The catalyst class is: 91.